From a dataset of Catalyst prediction with 721,799 reactions and 888 catalyst types from USPTO. Predict which catalyst facilitates the given reaction. (1) Reactant: Br[C:2]([C:11]1[CH:16]=[CH:15][CH:14]=[CH:13][CH:12]=1)=[C:3]([N+:9]#[C-:10])[C:4]([O:6][CH2:7][CH3:8])=[O:5].[NH2:17][CH2:18][C:19]1([OH:25])[CH2:24][CH2:23][CH2:22][CH2:21][CH2:20]1.C(N(CC)C(C)C)(C)C.CN(C=O)C. Product: [OH:25][C:19]1([CH2:18][N:17]2[C:2]([C:11]3[CH:16]=[CH:15][CH:14]=[CH:13][CH:12]=3)=[C:3]([C:4]([O:6][CH2:7][CH3:8])=[O:5])[N:9]=[CH:10]2)[CH2:24][CH2:23][CH2:22][CH2:21][CH2:20]1. The catalyst class is: 6. (2) Reactant: C([C@@H]1COC(=O)N1[C:14](=[O:28])[C@:15]([CH:23]1[CH2:27][CH2:26][CH2:25][CH2:24]1)([C:17]1[CH:22]=[CH:21][CH:20]=[CH:19][CH:18]=1)[CH3:16])C1C=CC=CC=1.OO.O.[OH-].[Li+].S(S([O-])=O)([O-])(=O)=[O:35].[Na+].[Na+]. Product: [CH:23]1([C@@:15]([C:17]2[CH:18]=[CH:19][CH:20]=[CH:21][CH:22]=2)([CH3:16])[C:14]([OH:28])=[O:35])[CH2:24][CH2:25][CH2:26][CH2:27]1. The catalyst class is: 30. (3) Reactant: [S:1]([NH2:5])([NH2:4])(=[O:3])=[O:2].N[C:7]1[CH:12]=[CH:11][C:10]([C:13]2[N:14]=[CH:15][N:16]([C:18]([N:20]([CH:22]3[CH2:27][CH2:26][CH2:25][CH2:24][CH2:23]3)[CH3:21])=[O:19])[CH:17]=2)=[CH:9][CH:8]=1. Product: [CH:22]1([N:20]([CH3:21])[C:18]([N:16]2[CH:17]=[C:13]([C:10]3[CH:11]=[CH:12][C:7]([NH:4][S:1](=[O:3])(=[O:2])[NH2:5])=[CH:8][CH:9]=3)[N:14]=[CH:15]2)=[O:19])[CH2:23][CH2:24][CH2:25][CH2:26][CH2:27]1. The catalyst class is: 12. (4) Reactant: [CH3:1][O:2][C:3]([CH:5]1[CH2:9][CH:8](OS(C)(=O)=O)[CH2:7][N:6]1[C:15]([O:17][C:18]([CH3:21])([CH3:20])[CH3:19])=[O:16])=[O:4].[N-:22]=[N+:23]=[N-:24].[Na+].O.CCCCCC.C(OCC)(=O)C. Product: [CH3:1][O:2][C:3]([CH:5]1[CH2:9][CH:8]([N:22]=[N+:23]=[N-:24])[CH2:7][N:6]1[C:15]([O:17][C:18]([CH3:21])([CH3:20])[CH3:19])=[O:16])=[O:4]. The catalyst class is: 3. (5) Reactant: [CH2:1]([N:3]1[CH2:8][C:7]([CH3:10])([CH3:9])[O:6][C:5](=[O:11])[CH:4]1[CH2:12][C:13]([OH:15])=O)[CH3:2].C(N(C(C)C)CC)(C)C.CN(C(ON1N=NC2C=CC=NC1=2)=[N+](C)C)C.F[P-](F)(F)(F)(F)F.[CH2:49]([CH:56]1[CH2:61][CH2:60][NH:59][CH2:58][CH2:57]1)[C:50]1[CH:55]=[CH:54][CH:53]=[CH:52][CH:51]=1. Product: [CH2:49]([CH:56]1[CH2:61][CH2:60][N:59]([C:13](=[O:15])[CH2:12][CH:4]2[C:5](=[O:11])[O:6][C:7]([CH3:9])([CH3:10])[CH2:8][N:3]2[CH2:1][CH3:2])[CH2:58][CH2:57]1)[C:50]1[CH:55]=[CH:54][CH:53]=[CH:52][CH:51]=1. The catalyst class is: 3. (6) Reactant: [Si]([O:8][CH2:9][CH2:10][CH2:11][N:12]1[CH2:17][CH2:16][CH2:15][C:14]([F:19])([F:18])[CH2:13]1)(C(C)(C)C)(C)C. Product: [F:19][C:14]1([F:18])[CH2:15][CH2:16][CH2:17][N:12]([CH2:11][CH2:10][CH2:9][OH:8])[CH2:13]1. The catalyst class is: 1. (7) Reactant: FC(F)(F)C(O)=O.[CH:8]1([C:14]2([C:20]([O:22][CH2:23][CH3:24])=[O:21])[CH2:19][CH2:18][NH:17][CH2:16][CH2:15]2)[CH2:13][CH2:12][CH2:11][CH2:10][CH2:9]1.CN(C(ON1N=NC2C=CC=CC1=2)=[N+](C)C)C.[B-](F)(F)(F)F.[CH2:47]([N:49]([CH2:66][CH2:67][C:68]1[N:69]=[CH:70][NH:71][CH:72]=1)[C:50](=[O:65])[NH:51][CH:52]([CH2:56][C:57]1[CH:62]=[CH:61][C:60]([O:63][CH3:64])=[CH:59][CH:58]=1)[C:53](O)=[O:54])[CH3:48].C(N(C(C)C)CC)(C)C.[OH-].[Na+]. Product: [CH:8]1([C:14]2([C:20]([O:22][CH2:23][CH3:24])=[O:21])[CH2:15][CH2:16][N:17]([C:53](=[O:54])[CH:52]([NH:51][C:50]([N:49]([CH2:47][CH3:48])[CH2:66][CH2:67][C:68]3[N:69]=[CH:70][NH:71][CH:72]=3)=[O:65])[CH2:56][C:57]3[CH:58]=[CH:59][C:60]([O:63][CH3:64])=[CH:61][CH:62]=3)[CH2:18][CH2:19]2)[CH2:9][CH2:10][CH2:11][CH2:12][CH2:13]1. The catalyst class is: 120.